From a dataset of Reaction yield outcomes from USPTO patents with 853,638 reactions. Predict the reaction yield, written as a fraction of the theoretical maximum amount of product (1.0 means a 100% yield; for example, 0.34 means a 34% yield). (1) The reactants are [NH2:1][C:2]1[CH:16]=[CH:15][C:5]2[C:6](=[O:14])[NH:7][C:8]3[C:13]([C:4]=2[CH:3]=1)=[CH:12][CH:11]=[CH:10][N:9]=3.Br[CH2:18][C:19]1[CH:24]=[CH:23][CH:22]=[CH:21][C:20]=1[Cl:25]. No catalyst specified. The product is [Cl:25][C:20]1[CH:21]=[CH:22][CH:23]=[CH:24][C:19]=1[CH2:18][NH:1][C:2]1[CH:16]=[CH:15][C:5]2[C:6](=[O:14])[NH:7][C:8]3[C:13]([C:4]=2[CH:3]=1)=[CH:12][CH:11]=[CH:10][N:9]=3. The yield is 0.0600. (2) The reactants are [CH3:1][CH2:2][O:3][C:4]([CH2:6][C:7]#[N:8])=[O:5].C([O-])(=O)C.[NH4+].C(O)(=O)C.[CH3:18][N:19]1[CH2:24][CH2:23][N:22]([C:25]2[CH:30]=[CH:29][C:28]([C:31](=O)[CH3:32])=[CH:27][CH:26]=2)[CH2:21][CH2:20]1. The catalyst is C1C=CC=CC=1.O. The product is [C:7](/[C:6](=[C:31](/[C:28]1[CH:27]=[CH:26][C:25]([N:22]2[CH2:21][CH2:20][N:19]([CH3:18])[CH2:24][CH2:23]2)=[CH:30][CH:29]=1)\[CH3:32])/[C:4]([O:3][CH2:2][CH3:1])=[O:5])#[N:8]. The yield is 0.324. (3) The reactants are FC(F)(F)S(O[C:7]1[CH:8]=[C:9]2[C:14](=[CH:15][CH:16]=1)[N:13]=[CH:12][CH:11]=[CH:10]2)(=O)=O.C(N(C(C)C)CC)(C)C.[CH3:28][Si:29]([CH3:50])([CH3:49])[CH2:30][CH2:31][O:32][CH2:33][N:34]1[CH:38]=[C:37]([C:39]2[CH:40]=[CH:41][C:42]3[N:43]([C:45]([SH:48])=[N:46][N:47]=3)[N:44]=2)[CH:36]=[N:35]1.C. The catalyst is CN(C=O)C. The product is [CH3:28][Si:29]([CH3:50])([CH3:49])[CH2:30][CH2:31][O:32][CH2:33][N:34]1[CH:38]=[C:37]([C:39]2[CH:40]=[CH:41][C:42]3[N:43]([C:45]([S:48][C:7]4[CH:8]=[C:9]5[C:14](=[CH:15][CH:16]=4)[N:13]=[CH:12][CH:11]=[CH:10]5)=[N:46][N:47]=3)[N:44]=2)[CH:36]=[N:35]1. The yield is 0.370. (4) The reactants are Cl.[CH2:2]1[C:4]2([CH2:9][CH2:8][CH2:7][CH2:6][NH:5]2)[CH2:3]1.N1C=CC=CC=1.CCN(C(C)C)C(C)C.[Cl:25][C:26](Cl)([O:28]C(=O)OC(Cl)(Cl)Cl)Cl.Cl. The catalyst is C(Cl)Cl. The product is [CH2:3]1[C:4]2([CH2:9][CH2:8][CH2:7][CH2:6][N:5]2[C:26]([Cl:25])=[O:28])[CH2:2]1. The yield is 1.00. (5) The reactants are [S:1]1[CH:5]=[CH:4][C:3]([CH2:6][CH2:7][OH:8])=[CH:2]1.C(OC([N:16]1[CH2:21][CH2:20][C:19](=O)[CH2:18][CH2:17]1)=O)(C)(C)C.[F:23][C:24]([F:29])([F:28])[C:25]([OH:27])=[O:26].C(=O)=O. The catalyst is ClCCl.C(OC)(C)(C)C. The product is [F:23][C:24]([F:29])([F:28])[C:25]([O-:27])=[O:26].[S:1]1[C:2]2[C:19]3([CH2:20][CH2:21][NH2+:16][CH2:17][CH2:18]3)[O:8][CH2:7][CH2:6][C:3]=2[CH:4]=[CH:5]1. The yield is 0.950. (6) The reactants are O[CH2:2][CH:3]1[CH2:6][C:5]([CH2:29][C:30]#[N:31])([N:7]2[CH:11]=[C:10]([C:12]3[C:13]4[CH:20]=[CH:19][N:18]([CH2:21][O:22][CH2:23][CH2:24][Si:25]([CH3:28])([CH3:27])[CH3:26])[C:14]=4[N:15]=[CH:16][N:17]=3)[CH:9]=[N:8]2)[CH2:4]1.C(Br)(Br)(Br)[Br:33].C1(P(C2C=CC=CC=2)C2C=CC=CC=2)C=CC=CC=1.C([O-])(O)=O.[Na+]. The catalyst is CN(C=O)C.O. The product is [Br:33][CH2:2][CH:3]1[CH2:6][C:5]([CH2:29][C:30]#[N:31])([N:7]2[CH:11]=[C:10]([C:12]3[C:13]4[CH:20]=[CH:19][N:18]([CH2:21][O:22][CH2:23][CH2:24][Si:25]([CH3:28])([CH3:27])[CH3:26])[C:14]=4[N:15]=[CH:16][N:17]=3)[CH:9]=[N:8]2)[CH2:4]1. The yield is 0.870.